Predict the product of the given reaction. From a dataset of Forward reaction prediction with 1.9M reactions from USPTO patents (1976-2016). (1) Given the reactants [Br:1][C:2]1[C:3]([CH2:10][OH:11])=[N:4][C:5]([O:8][CH3:9])=[CH:6][CH:7]=1.C(N(C(C)C)CC)(C)C.[CH3:21][O:22][CH2:23]Cl.CO, predict the reaction product. The product is: [Br:1][C:2]1[C:3]([CH2:10][O:11][CH2:21][O:22][CH3:23])=[N:4][C:5]([O:8][CH3:9])=[CH:6][CH:7]=1. (2) Given the reactants [C:1]([C:3]1[CH:8]=[CH:7][C:6]([C:9]2([NH:12][CH2:13][CH2:14][CH3:15])[CH2:11][CH2:10]2)=[CH:5][CH:4]=1)#[CH:2].[CH2:16]([O:18][C:19](=[O:27])[C:20]1[CH:25]=[CH:24][C:23](I)=[CH:22][CH:21]=1)[CH3:17], predict the reaction product. The product is: [CH2:13]([NH:12][C:9]1([C:6]2[CH:7]=[CH:8][C:3]([C:1]#[C:2][C:23]3[CH:24]=[CH:25][C:20]([C:19]([O:18][CH2:16][CH3:17])=[O:27])=[CH:21][CH:22]=3)=[CH:4][CH:5]=2)[CH2:10][CH2:11]1)[CH2:14][CH3:15]. (3) The product is: [Cl:32][C:33]1[CH:40]=[CH:39][C:36]([CH2:37][N:12]2[CH:11]=[N:10][C:9]([N:13]3[CH2:14][CH2:15][N:16]([C:19]([O:21][C:22]([CH3:25])([CH3:24])[CH3:23])=[O:20])[CH2:17][CH2:18]3)=[N:8][C:7]2=[O:6])=[CH:35][CH:34]=1. Given the reactants CN(C)C=O.[O:6]=[C:7]1[NH:12][CH:11]=[N:10][C:9]([N:13]2[CH2:18][CH2:17][N:16]([C:19]([O:21][C:22]([CH3:25])([CH3:24])[CH3:23])=[O:20])[CH2:15][CH2:14]2)=[N:8]1.C(=O)([O-])[O-].[K+].[K+].[Cl:32][C:33]1[CH:40]=[CH:39][C:36]([CH2:37]Br)=[CH:35][CH:34]=1, predict the reaction product.